This data is from Full USPTO retrosynthesis dataset with 1.9M reactions from patents (1976-2016). The task is: Predict the reactants needed to synthesize the given product. (1) Given the product [C:15]([O:76][CH2:75][C:71]1[CH:72]=[CH:73][CH:74]=[C:69]([N:44]2[C:45]([NH:47][C:48](=[O:49])[NH:50][C:51]3[CH:67]=[CH:66][C:54]([O:55][C:56]4[CH:61]=[CH:60][N:59]=[C:58]([C:62](=[O:63])[NH:64][CH3:65])[CH:57]=4)=[CH:53][C:52]=3[F:68])=[CH:46][C:42]([C:38]([CH3:41])([CH3:39])[CH3:40])=[N:43]2)[CH:70]=1)(=[O:16])[CH3:14], predict the reactants needed to synthesize it. The reactants are: C(C1C=C([CH2+]=NC2C=C[C:15]([O:16]C3C=CN=C(C(NC)=O)C=3)=[CH:14]C=2F)N(C2C=CC=C(CO)C=2)N=1)(C)(C)C.[C:38]([C:42]1[CH:46]=[C:45]([NH:47][C:48]([NH:50][C:51]2[CH:67]=[CH:66][C:54]([O:55][C:56]3[CH:61]=[CH:60][N:59]=[C:58]([C:62]([NH:64][CH3:65])=[O:63])[CH:57]=3)=[CH:53][C:52]=2[F:68])=[O:49])[N:44]([C:69]2[CH:74]=[CH:73][CH:72]=[C:71]([CH2:75][OH:76])[CH:70]=2)[N:43]=1)([CH3:41])([CH3:40])[CH3:39].C(Cl)(=O)C. (2) Given the product [O:1]1[CH:5]=[CH:4][CH:3]=[C:2]1[C:6]1[N:7]=[C:8]([NH:19][C:20]([C:22]2[CH:27]=[CH:26][NH:25][C:24](=[O:28])[CH:23]=2)=[O:21])[S:9][C:10]=1[C:11]([C:13]1[CH:18]=[CH:17][CH:16]=[CH:15][N:14]=1)=[O:12], predict the reactants needed to synthesize it. The reactants are: [O:1]1[CH:5]=[CH:4][CH:3]=[C:2]1[C:6]1[N:7]=[C:8]([NH:19][C:20]([C:22]2[CH:27]=[CH:26][N:25]=[C:24]([O:28]CC3C=CC(OC)=CC=3)[CH:23]=2)=[O:21])[S:9][C:10]=1[C:11]([C:13]1[CH:18]=[CH:17][CH:16]=[CH:15][N:14]=1)=[O:12]. (3) Given the product [CH3:46][O:45][C:42]1[CH:41]=[CH:40][C:39]([CH2:38][N:8]([CH2:7][C:6]2[CH:5]=[CH:4][C:3]([O:2][CH3:1])=[CH:48][CH:47]=2)[C:9]2[N:10]=[CH:11][C:12]([C:15]3[C:16]4[CH2:29][CH2:28][N:27]([C:30]5[CH:37]=[CH:36][C:33]([CH2:34][N:53]6[CH2:54][CH2:55][N:50]([CH3:49])[CH2:51][CH2:52]6)=[CH:32][CH:31]=5)[C:17]=4[N:18]=[C:19]([N:21]4[CH2:26][CH2:25][O:24][CH2:23][CH2:22]4)[N:20]=3)=[CH:13][N:14]=2)=[CH:44][CH:43]=1, predict the reactants needed to synthesize it. The reactants are: [CH3:1][O:2][C:3]1[CH:48]=[CH:47][C:6]([CH2:7][N:8]([CH2:38][C:39]2[CH:44]=[CH:43][C:42]([O:45][CH3:46])=[CH:41][CH:40]=2)[C:9]2[N:14]=[CH:13][C:12]([C:15]3[C:16]4[CH2:29][CH2:28][N:27]([C:30]5[CH:37]=[CH:36][C:33]([CH:34]=O)=[CH:32][CH:31]=5)[C:17]=4[N:18]=[C:19]([N:21]4[CH2:26][CH2:25][O:24][CH2:23][CH2:22]4)[N:20]=3)=[CH:11][N:10]=2)=[CH:5][CH:4]=1.[CH3:49][N:50]1[CH2:55][CH2:54][NH:53][CH2:52][CH2:51]1.C(O[BH-](OC(=O)C)OC(=O)C)(=O)C.[Na+].C(O)(=O)C.[Cl-].[NH4+]. (4) Given the product [Cl:29][C:30]1[CH:31]=[C:32]([CH:49]=[CH:50][CH:51]=1)[CH2:33][C:34]1[S:38][C:37]([C:39]([C:41]2[C:46]([NH:1][C@H:2]3[CH2:3][C@H:4]([O:9][Si:10]([CH:14]([CH3:16])[CH3:15])([CH:11]([CH3:13])[CH3:12])[CH:17]([CH3:19])[CH3:18])[C@@H:5]([CH2:7][OH:8])[CH2:6]3)=[N:45][CH:44]=[N:43][CH:42]=2)=[O:40])=[C:36]([CH3:48])[CH:35]=1, predict the reactants needed to synthesize it. The reactants are: [NH2:1][C@@H:2]1[CH2:6][C@H:5]([CH2:7][OH:8])[C@@H:4]([O:9][Si:10]([CH:17]([CH3:19])[CH3:18])([CH:14]([CH3:16])[CH3:15])[CH:11]([CH3:13])[CH3:12])[CH2:3]1.C(N(CC)C(C)C)(C)C.[Cl:29][C:30]1[CH:31]=[C:32]([CH:49]=[CH:50][CH:51]=1)[CH2:33][C:34]1[S:38][C:37]([C:39]([C:41]2[C:42](Cl)=[N:43][CH:44]=[N:45][CH:46]=2)=[O:40])=[C:36]([CH3:48])[CH:35]=1. (5) Given the product [C:1]([N:8]1[CH2:13][CH2:12][C:11]([C:14]2[CH:19]=[CH:18][C:17]([Cl:20])=[C:16]([Cl:21])[CH:15]=2)([CH2:22][NH:23][C:36]([C:28]2[C:29]3[C:34](=[CH:33][CH:32]=[CH:31][CH:30]=3)[CH:35]=[C:26]([C:24]#[N:25])[C:27]=2[O:39][CH3:40])=[O:37])[CH2:10][CH2:9]1)([O:3][C:4]([CH3:7])([CH3:6])[CH3:5])=[O:2], predict the reactants needed to synthesize it. The reactants are: [C:1]([N:8]1[CH2:13][CH2:12][C:11]([CH2:22][NH2:23])([C:14]2[CH:19]=[CH:18][C:17]([Cl:20])=[C:16]([Cl:21])[CH:15]=2)[CH2:10][CH2:9]1)([O:3][C:4]([CH3:7])([CH3:6])[CH3:5])=[O:2].[C:24]([C:26]1[C:27]([O:39][CH3:40])=[C:28]([C:36](O)=[O:37])[C:29]2[C:34]([CH:35]=1)=[CH:33][CH:32]=[CH:31][CH:30]=2)#[N:25].C1C=C2N=NN(O)C2=CC=1.O.CN1CCOCC1.Cl.CN(C)CCCN=C=NCC.